Dataset: Catalyst prediction with 721,799 reactions and 888 catalyst types from USPTO. Task: Predict which catalyst facilitates the given reaction. (1) Reactant: [Si:1]([O:8][C@H:9]1[CH2:13][CH2:12][N:11]([CH2:14][C@H:15]([C:18]2[CH:19]=[C:20]([CH:26]=[CH:27][CH:28]=2)[C:21]([N:23]([CH3:25])[CH3:24])=[O:22])[NH:16][CH3:17])[CH2:10]1)([C:4]([CH3:7])([CH3:6])[CH3:5])([CH3:3])[CH3:2].[O:29]=[C:30]1[NH:34][C:33]2[CH:35]=[C:36]([CH2:39][C:40]([OH:42])=O)[CH:37]=[CH:38][C:32]=2[S:31]1.CCN=C=NCCCN(C)C.N1(O)C2C=CC=CC=2N=N1. Product: [Si:1]([O:8][C@H:9]1[CH2:13][CH2:12][N:11]([CH2:14][C@H:15]([C:18]2[CH:19]=[C:20]([CH:26]=[CH:27][CH:28]=2)[C:21]([N:23]([CH3:24])[CH3:25])=[O:22])[N:16]([CH3:17])[C:40](=[O:42])[CH2:39][C:36]2[CH:37]=[CH:38][C:32]3[S:31][C:30](=[O:29])[NH:34][C:33]=3[CH:35]=2)[CH2:10]1)([C:4]([CH3:6])([CH3:7])[CH3:5])([CH3:3])[CH3:2]. The catalyst class is: 42. (2) Reactant: C(OC([N:8]1[CH2:13][CH2:12][CH:11]([C:14]([C:16]2[CH:21]=[C:20]([O:22][C:23]([F:26])([F:25])[F:24])[CH:19]=[CH:18][C:17]=2[CH:27]2[CH2:29][CH2:28]2)=[O:15])[CH2:10][CH2:9]1)=O)(C)(C)C.[ClH:30]. Product: [ClH:30].[CH:27]1([C:17]2[CH:18]=[CH:19][C:20]([O:22][C:23]([F:24])([F:25])[F:26])=[CH:21][C:16]=2[C:14]([CH:11]2[CH2:10][CH2:9][NH:8][CH2:13][CH2:12]2)=[O:15])[CH2:28][CH2:29]1. The catalyst class is: 12. (3) Reactant: [CH3:1][C:2]1[N:7]2[C:8]([C:12]3[CH:17]=[CH:16][CH:15]=[C:14]([C:18]([F:21])([F:20])[F:19])[CH:13]=3)=[C:9]([NH2:11])[N:10]=[C:6]2[CH:5]=[CH:4][CH:3]=1.N1C=CC=CC=1.[C:28]([CH2:32][C:33](Cl)=[O:34])([CH3:31])([CH3:30])[CH3:29]. Product: [CH3:29][C:28]([CH3:31])([CH3:30])[CH2:32][C:33]([NH:11][C:9]1[N:10]=[C:6]2[CH:5]=[CH:4][CH:3]=[C:2]([CH3:1])[N:7]2[C:8]=1[C:12]1[CH:17]=[CH:16][CH:15]=[C:14]([C:18]([F:21])([F:19])[F:20])[CH:13]=1)=[O:34]. The catalyst class is: 10. (4) Reactant: [F:1][C:2]1[CH:3]=[CH:4][C:5]([O:10][C:11]2[CH:12]=[C:13]3[C:17](=[CH:18][CH:19]=2)[N:16]([CH2:20][CH2:21][OH:22])[N:15]=[CH:14]3)=[C:6]([CH:9]=1)[C:7]#[N:8].O.N. Product: [NH2:8][CH2:7][C:6]1[CH:9]=[C:2]([F:1])[CH:3]=[CH:4][C:5]=1[O:10][C:11]1[CH:12]=[C:13]2[C:17](=[CH:18][CH:19]=1)[N:16]([CH2:20][CH2:21][OH:22])[N:15]=[CH:14]2. The catalyst class is: 41. (5) Reactant: [H-].[Na+].P([CH2:7][C:8]([O:10][CH2:11][CH3:12])=[O:9])(O)(O)=O.[Br:13][C:14]1[CH:15]=[C:16]([CH:19]=[CH:20][C:21]=1[CH3:22])[CH:17]=O.O. Product: [Br:13][C:14]1[CH:15]=[C:16](/[CH:17]=[CH:7]/[C:8]([O:10][CH2:11][CH3:12])=[O:9])[CH:19]=[CH:20][C:21]=1[CH3:22]. The catalyst class is: 57. (6) Reactant: [OH-].[Li+].[O:3]=[S:4]1(=[O:38])[C:10]2[CH:11]=[C:12]([O:17][CH2:18][C:19]([O:21]CC)=[O:20])[C:13]([O:15][CH3:16])=[CH:14][C:9]=2[N:8]([C:24]2[CH:29]=[CH:28][CH:27]=[CH:26][CH:25]=2)[CH2:7][C:6]([CH2:34][CH2:35][CH2:36][CH3:37])([CH2:30][CH2:31][CH2:32][CH3:33])[CH2:5]1.CC(O)=O. Product: [O:38]=[S:4]1(=[O:3])[C:10]2[CH:11]=[C:12]([O:17][CH2:18][C:19]([OH:21])=[O:20])[C:13]([O:15][CH3:16])=[CH:14][C:9]=2[N:8]([C:24]2[CH:29]=[CH:28][CH:27]=[CH:26][CH:25]=2)[CH2:7][C:6]([CH2:34][CH2:35][CH2:36][CH3:37])([CH2:30][CH2:31][CH2:32][CH3:33])[CH2:5]1. The catalyst class is: 20. (7) Reactant: [CH3:1][NH:2][C@@H:3]1[C:8]2[CH:9]=[CH:10][CH:11]=[CH:12][C:7]=2[C@H:6]([C:13]2[CH:14]=[CH:15][C:16]([Cl:20])=[C:17]([Cl:19])[CH:18]=2)[CH2:5][CH2:4]1.O.[ClH:22]. Product: [CH3:1][NH:2][C@@H:3]1[C:8]2[CH:9]=[CH:10][CH:11]=[CH:12][C:7]=2[C@H:6]([C:13]2[CH:14]=[CH:15][C:16]([Cl:20])=[C:17]([Cl:19])[CH:18]=2)[CH2:5][CH2:4]1.[ClH:22]. The catalyst class is: 15.